This data is from Catalyst prediction with 721,799 reactions and 888 catalyst types from USPTO. The task is: Predict which catalyst facilitates the given reaction. (1) Reactant: [CH:1]([S:4]([CH2:7][C@H:8]1[C@@H:13]([N:14]2[CH2:18][CH2:17][C@H:16]([NH:19][C:20](=[O:31])[C:21]3[CH:26]=[CH:25][CH:24]=[C:23]([C:27]([F:30])([F:29])[F:28])[CH:22]=3)[C:15]2=[O:32])[CH2:12][CH2:11][N:10](C(OC(C)(C)C)=O)[CH2:9]1)(=[O:6])=[O:5])([CH3:3])[CH3:2].FC(F)(F)C(O)=O.C([O-])(O)=O.[Na+]. The catalyst class is: 2. Product: [CH:1]([S:4]([CH2:7][C@H:8]1[C@@H:13]([N:14]2[CH2:18][CH2:17][C@H:16]([NH:19][C:20](=[O:31])[C:21]3[CH:26]=[CH:25][CH:24]=[C:23]([C:27]([F:28])([F:30])[F:29])[CH:22]=3)[C:15]2=[O:32])[CH2:12][CH2:11][NH:10][CH2:9]1)(=[O:5])=[O:6])([CH3:3])[CH3:2]. (2) Reactant: [C:1]([N:5]1[CH2:13][C:12]2[C:7](=[CH:8][CH:9]=[C:10]([N+:14]([O-])=O)[CH:11]=2)[CH2:6]1)([CH3:4])([CH3:3])[CH3:2]. Product: [C:1]([N:5]1[CH2:13][C:12]2[C:7](=[CH:8][CH:9]=[C:10]([NH2:14])[CH:11]=2)[CH2:6]1)([CH3:4])([CH3:2])[CH3:3]. The catalyst class is: 19. (3) Reactant: [C:1]([O:5][C@@H:6]([C:12]1[C:37]([CH3:38])=[N:36][C:35]2=[CH:39][C:32]3=[N:33][N:34]2[C:13]=1[N:14]1[CH2:42][CH2:41][C:17]([CH3:43])([O:18][CH2:19][CH2:20][CH2:21][CH2:22][C:23]2[CH:24]=[C:25]([F:40])[CH:26]=[CH:27][C:28]=2[CH2:29][O:30][CH2:31]3)[CH2:16][CH2:15]1)[C:7]([O:9]CC)=[O:8])([CH3:4])([CH3:3])[CH3:2].[OH-].[Na+]. Product: [C:1]([O:5][C@@H:6]([C:12]1[C:37]([CH3:38])=[N:36][C:35]2=[CH:39][C:32]3=[N:33][N:34]2[C:13]=1[N:14]1[CH2:15][CH2:16][C:17]([CH3:43])([O:18][CH2:19][CH2:20][CH2:21][CH2:22][C:23]2[CH:24]=[C:25]([F:40])[CH:26]=[CH:27][C:28]=2[CH2:29][O:30][CH2:31]3)[CH2:41][CH2:42]1)[C:7]([OH:9])=[O:8])([CH3:4])([CH3:2])[CH3:3]. The catalyst class is: 14. (4) Reactant: [OH:1][C:2]1[C:3](=[O:36])[CH:4]=[C:5]([NH:22][CH2:23][CH2:24][CH2:25][C:26]([O:28][CH2:29][C:30]2[CH:35]=[CH:34][CH:33]=[CH:32][CH:31]=2)=[O:27])[C:6](=[O:21])[C:7]=1[CH2:8][CH2:9][CH2:10][CH2:11][CH2:12][CH2:13][CH2:14][CH2:15][CH2:16][CH2:17][CH2:18][CH2:19][CH3:20].[C:37](=O)([O-])[O-].[K+].[K+].S(OC)(OC)(=O)=O. Product: [CH3:37][O:1][C:2]1[C:3](=[O:36])[CH:4]=[C:5]([NH:22][CH2:23][CH2:24][CH2:25][C:26]([O:28][CH2:29][C:30]2[CH:35]=[CH:34][CH:33]=[CH:32][CH:31]=2)=[O:27])[C:6](=[O:21])[C:7]=1[CH2:8][CH2:9][CH2:10][CH2:11][CH2:12][CH2:13][CH2:14][CH2:15][CH2:16][CH2:17][CH2:18][CH2:19][CH3:20]. The catalyst class is: 21.